From a dataset of Full USPTO retrosynthesis dataset with 1.9M reactions from patents (1976-2016). Predict the reactants needed to synthesize the given product. (1) Given the product [NH2:17][C:11]1[CH:12]=[CH:13][C:14]([Br:16])=[CH:15][C:10]=1[CH2:9][OH:8], predict the reactants needed to synthesize it. The reactants are: [H-].[Al+3].[Li+].[H-].[H-].[H-].C[O:8][C:9](=O)[C:10]1[CH:15]=[C:14]([Br:16])[CH:13]=[CH:12][C:11]=1[NH2:17].O.[OH-].[Na+]. (2) Given the product [OH:8][C@@H:9]1[C@@:26]2([CH3:27])[C:13](=[CH:14][CH:15]=[C:16]3[C@@H:25]2[CH2:24][CH2:23][C@@:21]2([CH3:22])[C@H:17]3[CH2:18][CH2:19][C@@H:20]2[CH2:28][S:29][CH2:30][CH2:31][C:32]([OH:35])([CH3:34])[CH3:33])[CH2:12][C@@H:11]([OH:36])[CH2:10]1, predict the reactants needed to synthesize it. The reactants are: [Si]([O:8][C@@H:9]1[C@@:26]2([CH3:27])[C:13](=[CH:14][CH:15]=[C:16]3[C@@H:25]2[CH2:24][CH2:23][C@@:21]2([CH3:22])[C@H:17]3[CH2:18][CH2:19][C@@H:20]2[CH2:28][S:29][CH2:30][CH2:31][C:32]([OH:35])([CH3:34])[CH3:33])[CH2:12][C@@H:11]([O:36][Si](C(C)(C)C)(C)C)[CH2:10]1)(C(C)(C)C)(C)C.O1CCCC1.[F-].C([N+](CCCC)(CCCC)CCCC)CCC.